Predict the product of the given reaction. From a dataset of Forward reaction prediction with 1.9M reactions from USPTO patents (1976-2016). (1) The product is: [OH:31][CH:28]1[CH2:29][CH2:30][N:26]([C:23]2[N:24]=[CH:25][C:20]([NH:19][C:12]([C:10]3[N:11]=[C:7]([C:1]4[CH:2]=[CH:3][CH:4]=[CH:5][CH:6]=4)[O:8][C:9]=3[C:15]([F:18])([F:17])[F:16])=[O:14])=[CH:21][CH:22]=2)[CH2:27]1. Given the reactants [C:1]1([C:7]2[O:8][C:9]([C:15]([F:18])([F:17])[F:16])=[C:10]([C:12]([OH:14])=O)[N:11]=2)[CH:6]=[CH:5][CH:4]=[CH:3][CH:2]=1.[NH2:19][C:20]1[CH:21]=[CH:22][C:23]([N:26]2[CH2:30][CH2:29][CH:28]([OH:31])[CH2:27]2)=[N:24][CH:25]=1, predict the reaction product. (2) Given the reactants [Cl:1][C:2]1[N:7]=[C:6]([C:8]#[N:9])[C:5]2[N:10]=[CH:11][NH:12][C:4]=2[CH:3]=1.O.C1(C)C=CC(S(O)(=O)=O)=CC=1.[O:25]1[CH:30]=[CH:29][CH2:28][CH2:27][CH2:26]1, predict the reaction product. The product is: [Cl:1][C:2]1[N:7]=[C:6]([C:8]#[N:9])[C:5]2[N:10]=[CH:11][N:12]([CH:26]3[CH2:27][CH2:28][CH2:29][CH2:30][O:25]3)[C:4]=2[CH:3]=1. (3) Given the reactants Br[C:2]1[CH:7]=[CH:6][C:5](Br)=[CH:4][N:3]=1.[CH:9]([NH:11][CH2:12][C:13]#[CH:14])=[O:10], predict the reaction product. The product is: [CH:9]([NH:11][CH2:12][C:13]#[C:14][C:5]1[CH:6]=[CH:7][C:2]([C:14]#[C:13][CH2:12][NH:11][CH:9]=[O:10])=[N:3][CH:4]=1)=[O:10]. (4) Given the reactants Br[C:2]1[N:7]=[C:6]([O:8][C@@H:9]([C@H:11]2[CH2:15][NH:14][C:13](=[O:16])[CH2:12]2)[CH3:10])[C:5]2[N:17]([CH:20]3[CH2:22][CH2:21]3)[CH:18]=[N:19][C:4]=2[CH:3]=1.[CH3:23][C:24]1[S:25][C:26](B2OC(C)(C)C(C)(C)O2)=[CH:27][N:28]=1.C([O-])([O-])=O.[Na+].[Na+].N#N, predict the reaction product. The product is: [CH:20]1([N:17]2[C:5]3[C:6]([O:8][C@@H:9]([C@H:11]4[CH2:15][NH:14][C:13](=[O:16])[CH2:12]4)[CH3:10])=[N:7][C:2]([C:26]4[S:25][C:24]([CH3:23])=[N:28][CH:27]=4)=[CH:3][C:4]=3[N:19]=[CH:18]2)[CH2:22][CH2:21]1. (5) Given the reactants [CH2:1]([C:8]1[CH:13]=[CH:12][C:11]([C:14]2[O:18][N:17]=[C:16]([C:19]3[CH:20]=[C:21]([CH2:24][N:25]4[CH2:28][CH:27]([C:29]([O:31]CC)=[O:30])[CH2:26]4)[S:22][CH:23]=3)[N:15]=2)=[CH:10][CH:9]=1)[C:2]1[CH:7]=[CH:6][CH:5]=[CH:4][CH:3]=1.[OH-].[Na+], predict the reaction product. The product is: [CH2:1]([C:8]1[CH:13]=[CH:12][C:11]([C:14]2[O:18][N:17]=[C:16]([C:19]3[CH:20]=[C:21]([CH2:24][N:25]4[CH2:26][CH:27]([C:29]([OH:31])=[O:30])[CH2:28]4)[S:22][CH:23]=3)[N:15]=2)=[CH:10][CH:9]=1)[C:2]1[CH:3]=[CH:4][CH:5]=[CH:6][CH:7]=1. (6) Given the reactants N[C:2]1[N:7]=[CH:6][C:5]([C:8]([O:10][CH2:11]C)=[O:9])=[CH:4][CH:3]=1.CS(Cl)(=O)=[O:15].[N:18]1[CH:23]=[CH:22][CH:21]=C[CH:19]=1, predict the reaction product. The product is: [CH:23]1([NH:18][C:19]([C:2]2[N:7]=[CH:6][C:5]([C:8]([O:10][CH3:11])=[O:9])=[CH:4][CH:3]=2)=[O:15])[CH2:21][CH2:22]1. (7) Given the reactants C([O:3][C:4]([C:6]1[C:7]2[CH:8]=[CH:9][C:10]([CH2:16]P(OCC)(OCC)=O)=[N:11][C:12]=2[CH:13]=[CH:14][CH:15]=1)=[O:5])C.[H-].[Na+].[Cl:27][C:28]1[CH:29]=[C:30]([N:45]2[CH2:50][CH2:49][O:48][CH2:47][CH2:46]2)[C:31]2[N:32]([C:34]([C:39]3[CH:40]=[N:41][CH:42]=[CH:43][CH:44]=3)=[C:35]([CH:37]=O)[N:36]=2)[N:33]=1, predict the reaction product. The product is: [Cl:27][C:28]1[CH:29]=[C:30]([N:45]2[CH2:50][CH2:49][O:48][CH2:47][CH2:46]2)[C:31]2[N:32]([C:34]([C:39]3[CH:40]=[N:41][CH:42]=[CH:43][CH:44]=3)=[C:35](/[CH:37]=[CH:16]/[C:10]3[CH:9]=[CH:8][C:7]4[C:6]([C:4]([OH:3])=[O:5])=[CH:15][CH:14]=[CH:13][C:12]=4[N:11]=3)[N:36]=2)[N:33]=1. (8) Given the reactants [Br:1][C:2]1[CH:7]=[CH:6][C:5]([O:8][CH2:9][CH3:10])=[CH:4][C:3]=1[CH2:11][C:12]([OH:14])=O.C1N=CN(C(N2C=NC=C2)=O)C=1.Cl.[CH3:28][NH:29][O:30][CH3:31].CCN(CC)CC, predict the reaction product. The product is: [Br:1][C:2]1[CH:7]=[CH:6][C:5]([O:8][CH2:9][CH3:10])=[CH:4][C:3]=1[CH2:11][C:12]([N:29]([O:30][CH3:31])[CH3:28])=[O:14]. (9) Given the reactants [Cl:1][C:2]1[CH:3]=[C:4]([C:9]2([C:24]([F:27])([F:26])[F:25])[O:13][N:12]=[C:11]([C:14]3[CH:15]=[C:16]4[C:20](=[CH:21][CH:22]=3)[CH:19](O)[CH2:18][CH2:17]4)[CH2:10]2)[CH:5]=[C:6]([Cl:8])[CH:7]=1.[C:28]1(=[O:38])[NH:32][C:31](=[O:33])[C:30]2=[CH:34][CH:35]=[CH:36][CH:37]=[C:29]12.C1(P(C2C=CC=CC=2)C2C=CC=CC=2)C=CC=CC=1, predict the reaction product. The product is: [Cl:8][C:6]1[CH:5]=[C:4]([C:9]2([C:24]([F:25])([F:27])[F:26])[O:13][N:12]=[C:11]([C:14]3[CH:15]=[C:16]4[C:20](=[CH:21][CH:22]=3)[CH:19]([N:32]3[C:28](=[O:38])[C:29]5[C:30](=[CH:34][CH:35]=[CH:36][CH:37]=5)[C:31]3=[O:33])[CH2:18][CH2:17]4)[CH2:10]2)[CH:3]=[C:2]([Cl:1])[CH:7]=1.